This data is from Forward reaction prediction with 1.9M reactions from USPTO patents (1976-2016). The task is: Predict the product of the given reaction. (1) The product is: [Cl:18][C:19]1[CH:24]=[CH:23][C:22]([CH2:25][C:26]([NH:1][N:2]2[C:7](=[O:8])[C:6]3[S:9][CH:10]=[CH:11][C:5]=3[C:4]([C:12]3[CH:17]=[CH:16][CH:15]=[CH:14][CH:13]=3)=[N:3]2)=[O:27])=[CH:21][CH:20]=1. Given the reactants [NH2:1][N:2]1[C:7](=[O:8])[C:6]2[S:9][CH:10]=[CH:11][C:5]=2[C:4]([C:12]2[CH:17]=[CH:16][CH:15]=[CH:14][CH:13]=2)=[N:3]1.[Cl:18][C:19]1[CH:24]=[CH:23][C:22]([CH2:25][C:26](O)=[O:27])=[CH:21][CH:20]=1, predict the reaction product. (2) Given the reactants Cl.[NH2:2][C@@H:3]([CH2:24][CH:25]1[CH2:30][CH2:29][CH2:28][CH2:27][CH2:26]1)[C:4]([NH:6][C@H:7]1[CH2:13][CH2:12][CH2:11][N:10]([S:14]([C:17]2[CH:22]=[CH:21][CH:20]=[CH:19][N:18]=2)(=[O:16])=[O:15])[CH2:9][C@@H:8]1[OH:23])=[O:5].[N:31]1[CH:36]=[CH:35][CH:34]=[CH:33][C:32]=1[S:37](Cl)(=[O:39])=[O:38].CC(OI1(OC(C)=O)(OC(C)=O)OC(=O)C2C=CC=CC1=2)=O, predict the reaction product. The product is: [CH:25]1([CH2:24][C@H:3]([NH:2][S:37]([C:32]2[CH:33]=[CH:34][CH:35]=[CH:36][N:31]=2)(=[O:39])=[O:38])[C:4]([NH:6][C@H:7]2[CH2:13][CH2:12][CH2:11][N:10]([S:14]([C:17]3[CH:22]=[CH:21][CH:20]=[CH:19][N:18]=3)(=[O:15])=[O:16])[CH2:9][C:8]2=[O:23])=[O:5])[CH2:30][CH2:29][CH2:28][CH2:27][CH2:26]1.